Dataset: Catalyst prediction with 721,799 reactions and 888 catalyst types from USPTO. Task: Predict which catalyst facilitates the given reaction. (1) Reactant: [CH3:1][N:2]1[C:7](=[O:8])[C:6]([NH:9][C:10]2[CH:18]=[C:13]3[CH2:14][O:15][CH2:16][CH2:17][N:12]3[N:11]=2)=[CH:5][C:4]([C:19]2[C:24]([CH:25]=[O:26])=[C:23]([N:27]3[CH2:38][CH2:37][N:36]4[C:29](=[CH:30][C:31]5[CH2:32][C:33]([CH3:40])([CH3:39])[CH2:34][C:35]=54)[C:28]3=[O:41])[N:22]=[CH:21][CH:20]=2)=[CH:3]1.[BH4-].[Na+]. Product: [N:11]1[N:12]2[C:13]([CH2:14][O:15][CH2:16][CH2:17]2)=[CH:18][C:10]=1[NH:9][C:6]1[C:7](=[O:8])[N:2]([CH3:1])[CH:3]=[C:4]([C:19]2[CH:20]=[CH:21][N:22]=[C:23]([N:27]3[CH2:38][CH2:37][N:36]4[C:35]5[CH2:34][C:33]([CH3:40])([CH3:39])[CH2:32][C:31]=5[CH:30]=[C:29]4[C:28]3=[O:41])[C:24]=2[CH2:25][OH:26])[CH:5]=1. The catalyst class is: 5. (2) Reactant: [C:1]([O:4][CH2:5][C@@H:6]1[C@@H:11]([O:12][C:13](=[O:15])[CH3:14])[C@H:10]([O:16][C:17](=[O:19])[CH3:18])[C@H:9]([F:20])[CH:8]([O:21][C:22](=O)[CH3:23])[O:7]1)(=[O:3])[CH3:2].[Br:25][C:26]1[CH:31]=C[C:29](O)=[C:28](C)[CH:27]=1.B(F)(F)F.CCOCC.C([O-])(O)=O.[Na+]. Product: [C:1]([O:4][CH2:5][C@@H:6]1[C@@H:11]([O:12][C:13](=[O:15])[CH3:14])[C@H:10]([O:16][C:17](=[O:19])[CH3:18])[C@H:9]([F:20])[C@@H:8]([O:21][C:22]2[CH:23]=[CH:31][C:26]([Br:25])=[CH:27][C:28]=2[CH3:29])[O:7]1)(=[O:3])[CH3:2]. The catalyst class is: 2. (3) Reactant: [OH:1][C@H:2]1[C@H:6]([O:7][C:8]2[CH:9]=[CH:10][CH:11]=[C:12]3[C:17]=2[N:16]=[C:15]([C:18]2[N:22]4[CH:23]=[CH:24][C:25]([O:27][CH2:28][CH2:29][O:30][CH3:31])=[CH:26][C:21]4=[N:20][CH:19]=2)[CH:14]=[CH:13]3)[CH2:5][N:4](C(OCC2C=CC3C(=CC=CC=3)C=2)=O)[CH2:3]1.CCO.Cl. Product: [CH3:31][O:30][CH2:29][CH2:28][O:27][C:25]1[CH:24]=[CH:23][N:22]2[C:18]([C:15]3[CH:14]=[CH:13][C:12]4[C:17](=[C:8]([O:7][C@@H:6]5[CH2:5][NH:4][CH2:3][C@H:2]5[OH:1])[CH:9]=[CH:10][CH:11]=4)[N:16]=3)=[CH:19][N:20]=[C:21]2[CH:26]=1. The catalyst class is: 354. (4) Reactant: [CH2:1]1[C:4]2([CH2:7][C:6](=[O:8])[CH2:5]2)[CH2:3][C:2]1=[O:9].[BH4-].[Na+]. Product: [OH:9][CH:2]1[CH2:1][C:4]2([CH2:7][C:6](=[O:8])[CH2:5]2)[CH2:3]1. The catalyst class is: 5. (5) Reactant: [OH-].[Na+].[CH3:3][C:4]1([CH3:36])[CH2:13][CH2:12][C:11]([CH3:15])([CH3:14])[C:10]2[CH:9]=[C:8]([C:16]3[N:21]=[C:20]([N:22]4[CH2:27][CH2:26][N:25]([CH2:28][CH2:29][N:30]5[CH2:34][CH2:33][O:32]C5=O)[CH2:24][CH2:23]4)[CH:19]=[CH:18][CH:17]=3)[CH:7]=[CH:6][C:5]1=2. Product: [CH3:3][C:4]1([CH3:36])[CH2:13][CH2:12][C:11]([CH3:14])([CH3:15])[C:10]2[CH:9]=[C:8]([C:16]3[N:21]=[C:20]([N:22]4[CH2:27][CH2:26][N:25]([CH2:28][CH2:29][NH:30][CH2:34][CH2:33][OH:32])[CH2:24][CH2:23]4)[CH:19]=[CH:18][CH:17]=3)[CH:7]=[CH:6][C:5]1=2. The catalyst class is: 5. (6) Reactant: [F:1][C:2]1[CH:7]=[CH:6][CH:5]=[CH:4][C:3]=1[S:8]([C:11]1[CH:12]=[C:13]2[C:17](=[CH:18][CH:19]=1)[N:16]([CH:20]1[CH2:25][CH2:24][N:23](C(OC(C)(C)C)=O)[CH2:22][CH2:21]1)[CH2:15][CH2:14]2)(=[O:10])=[O:9].[ClH:33].Cl.FC1C=C(S(C2C=C3C(=CC=2)N(C2CCNCC2)CC3)(=O)=O)C=CC=1. Product: [ClH:33].[F:1][C:2]1[CH:7]=[CH:6][CH:5]=[CH:4][C:3]=1[S:8]([C:11]1[CH:12]=[C:13]2[C:17](=[CH:18][CH:19]=1)[N:16]([CH:20]1[CH2:25][CH2:24][NH:23][CH2:22][CH2:21]1)[CH2:15][CH2:14]2)(=[O:9])=[O:10]. The catalyst class is: 12. (7) Reactant: CC1C=CC(P(C2C=CC3C(=CC=CC=3)C=2C2C3C(=CC=CC=3)C=CC=2P(C2C=CC(C)=CC=2)C2C=CC(C)=CC=2)C2C=CC(C)=CC=2)=CC=1.[CH3:51][O:52][C:53](=[O:62])[CH2:54][CH2:55][C:56]1[CH2:60][CH2:59][C:58](=[O:61])[CH:57]=1.CCCCCC. Product: [CH3:51][O:52][C:53](=[O:62])[CH2:54][CH2:55][CH:56]1[CH2:60][CH2:59][C:58](=[O:61])[CH2:57]1. The catalyst class is: 13. (8) Reactant: [CH3:1][C:2]1[C:3]([C:7]([O:9][CH3:10])=[O:8])=[CH:4][NH:5][CH:6]=1.[F:11][C:12]([F:21])([F:20])[C:13]1[CH:14]=[C:15](I)[CH:16]=[CH:17][CH:18]=1.C(=O)([O-])[O-].[K+].[K+]. Product: [CH3:1][C:2]1[C:3]([C:7]([O:9][CH3:10])=[O:8])=[CH:4][N:5]([C:17]2[CH:16]=[CH:15][CH:14]=[C:13]([C:12]([F:21])([F:20])[F:11])[CH:18]=2)[CH:6]=1. The catalyst class is: 60. (9) Reactant: Cl.Cl.[NH2:3][C:4]1[CH:36]=[CH:35][C:7]([O:8][C:9]2[CH:10]=[CH:11][C:12]3[N:16]=[C:15]([CH2:17][O:18][C:19]4[CH:32]=[CH:31][C:22]([CH2:23][CH:24]5[S:28][C:27](=[O:29])[NH:26][C:25]5=[O:30])=[CH:21][CH:20]=4)[N:14]([CH3:33])[C:13]=3[CH:34]=2)=[CH:6][CH:5]=1. Product: [CH:4]([NH:3][C:4]1[CH:36]=[CH:35][C:7]([O:8][C:9]2[CH:10]=[CH:11][C:12]3[N:16]=[C:15]([CH2:17][O:18][C:19]4[CH:32]=[CH:31][C:22]([CH2:23][CH:24]5[S:28][C:27](=[O:29])[NH:26][C:25]5=[O:30])=[CH:21][CH:20]=4)[N:14]([CH3:33])[C:13]=3[CH:34]=2)=[CH:6][CH:5]=1)([CH2:5][CH3:6])[CH3:36]. The catalyst class is: 311. (10) Reactant: [CH3:1][O:2][C:3](=[O:12])[C:4]1[CH:9]=[CH:8][C:7]([OH:10])=[C:6]([Cl:11])[CH:5]=1.C(=O)([O-])[O-].[K+].[K+].[CH2:19](I)[CH3:20]. Product: [Cl:11][C:6]1[CH:5]=[C:4]([CH:9]=[CH:8][C:7]=1[O:10][CH2:19][CH3:20])[C:3]([O:2][CH3:1])=[O:12]. The catalyst class is: 3.